This data is from Peptide-MHC class II binding affinity with 134,281 pairs from IEDB. The task is: Regression. Given a peptide amino acid sequence and an MHC pseudo amino acid sequence, predict their binding affinity value. This is MHC class II binding data. (1) The peptide sequence is FDGPRTNTILEDNNEVEV. The MHC is DRB4_0101 with pseudo-sequence DRB4_0103. The binding affinity (normalized) is 0. (2) The peptide sequence is PKKLVLNIKYTRPGD. The MHC is DRB1_0301 with pseudo-sequence DRB1_0301. The binding affinity (normalized) is 0.560. (3) The peptide sequence is YDKFLANVSTVLTQK. The MHC is DRB1_0404 with pseudo-sequence DRB1_0404. The binding affinity (normalized) is 0.739. (4) The peptide sequence is AVTALTIAYLVGSNMK. The MHC is DRB1_0404 with pseudo-sequence DRB1_0404. The binding affinity (normalized) is 0.710. (5) The binding affinity (normalized) is 0.469. The MHC is DRB3_0101 with pseudo-sequence DRB3_0101. The peptide sequence is DKVYEILKINSVKYY.